Dataset: Reaction yield outcomes from USPTO patents with 853,638 reactions. Task: Predict the reaction yield, written as a fraction of the theoretical maximum amount of product (1.0 means a 100% yield; for example, 0.34 means a 34% yield). (1) The reactants are [Cl:1][CH2:2][CH2:3][CH2:4][CH2:5][C:6]#[CH:7].I[C:9]1[CH:30]=[CH:29][C:12]([C:13]([NH:15][S:16]([C:19]2[CH:24]=[CH:23][CH:22]=[CH:21][C:20]=2[S:25](=[O:28])(=[O:27])[NH2:26])(=[O:18])=[O:17])=[O:14])=[CH:11][CH:10]=1. No catalyst specified. The product is [Cl:1][CH2:2][CH2:3][CH2:4][CH2:5][C:6]#[C:7][C:9]1[CH:30]=[CH:29][C:12]([C:13]([NH:15][S:16]([C:19]2[CH:24]=[CH:23][CH:22]=[CH:21][C:20]=2[S:25](=[O:28])(=[O:27])[NH2:26])(=[O:17])=[O:18])=[O:14])=[CH:11][CH:10]=1. The yield is 0.530. (2) The reactants are [CH3:1][S:2]([NH:5][NH2:6])(=[O:4])=[O:3].CCN(C(C)C)C(C)C.C[O:17][C:18](=O)[C:19]1[CH:24]=[C:23]([C:25]2[N:26]([CH3:30])[N:27]=[CH:28][CH:29]=2)[C:22]([CH:31]([CH3:33])[CH3:32])=[CH:21][C:20]=1[NH:34][C:35](OC1C=CC(Cl)=CC=1)=[O:36]. The catalyst is O1CCOCC1. The product is [CH:31]([C:22]1[CH:21]=[C:20]2[C:19]([C:18](=[O:17])[N:6]([NH:5][S:2]([CH3:1])(=[O:4])=[O:3])[C:35](=[O:36])[NH:34]2)=[CH:24][C:23]=1[C:25]1[N:26]([CH3:30])[N:27]=[CH:28][CH:29]=1)([CH3:33])[CH3:32]. The yield is 0.480. (3) The yield is 0.620. The product is [Cl:32][C:27]1[CH:26]=[C:25]([C:23]2[CH:22]=[C:21]([C:33]([F:35])([F:34])[F:36])[N:20]=[C:19]([N:17]3[CH:18]=[C:14]([C:11]4[S:10][C:9]([S:6]([NH2:5])(=[O:8])=[O:7])=[CH:13][CH:12]=4)[N:15]=[CH:16]3)[N:24]=2)[CH:30]=[CH:29][C:28]=1[Cl:31]. The reactants are C([NH:5][S:6]([C:9]1[S:10][C:11]([C:14]2[N:15]=[CH:16][N:17]([C:19]3[N:24]=[C:23]([C:25]4[CH:30]=[CH:29][C:28]([Cl:31])=[C:27]([Cl:32])[CH:26]=4)[CH:22]=[C:21]([C:33]([F:36])([F:35])[F:34])[N:20]=3)[CH:18]=2)=[CH:12][CH:13]=1)(=[O:8])=[O:7])(C)(C)C.C(O)(C(F)(F)F)=O. The catalyst is ClCCl. (4) The reactants are [CH3:1][C:2]1[N:25]([CH3:26])[C:5]2[CH:6]=[C:7]([C:22]([OH:24])=O)[C:8]3[CH2:9][CH2:10][C:11]4([NH:20][C:21]=3[C:4]=2[N:3]=1)[CH2:19][C:18]1[C:13](=[CH:14][CH:15]=[CH:16][CH:17]=1)[CH2:12]4.F[B-](F)(F)F.N1(OC(N(C)C)=[N+](C)C)C2C=CC=CC=2N=N1.[CH3:49][O:50][CH2:51][CH2:52][NH:53][CH3:54]. The catalyst is CN(C)C=O. The product is [CH3:49][O:50][CH2:51][CH2:52][N:53]([CH3:54])[C:22]([C:7]1[C:8]2[CH2:9][CH2:10][C:11]3([NH:20][C:21]=2[C:4]2[N:3]=[C:2]([CH3:1])[N:25]([CH3:26])[C:5]=2[CH:6]=1)[CH2:12][C:13]1[C:18](=[CH:17][CH:16]=[CH:15][CH:14]=1)[CH2:19]3)=[O:24]. The yield is 0.670. (5) The reactants are [OH:1][C:2]1[CH:12]=[CH:11][C:5]([C:6]([O:8][CH2:9]C)=[O:7])=[CH:4][CH:3]=1.C([O-])([O-])=O.[Cs+].[Cs+].[F:19][C:20]([F:30])([F:29])[C:21]1[CH:28]=[CH:27][C:24]([CH2:25]Br)=[CH:23][CH:22]=1. The catalyst is CC(C)=O. The product is [CH3:9][O:8][C:6](=[O:7])[C:5]1[CH:11]=[CH:12][C:2]([O:1][CH2:25][C:24]2[CH:23]=[CH:22][C:21]([C:20]([F:19])([F:29])[F:30])=[CH:28][CH:27]=2)=[CH:3][CH:4]=1. The yield is 0.960. (6) The reactants are F[C:2]1[CH:9]=[CH:8][C:7]([N+:10]([O-:12])=[O:11])=[CH:6][C:3]=1[C:4]#[N:5].C(=O)([O-])[O-].[K+].[K+].[C:19]([O:23][C:24]([N:26]1[CH2:31][CH2:30][NH:29][CH2:28][CH2:27]1)=[O:25])([CH3:22])([CH3:21])[CH3:20]. The catalyst is C(O)C. The product is [C:19]([O:23][C:24]([N:26]1[CH2:31][CH2:30][N:29]([C:2]2[CH:9]=[CH:8][C:7]([N+:10]([O-:12])=[O:11])=[CH:6][C:3]=2[C:4]#[N:5])[CH2:28][CH2:27]1)=[O:25])([CH3:22])([CH3:20])[CH3:21]. The yield is 0.590.